The task is: Predict the reactants needed to synthesize the given product.. This data is from Full USPTO retrosynthesis dataset with 1.9M reactions from patents (1976-2016). (1) Given the product [N:54]1[C:55]2[C:17]3=[C:16]4[B:44]([C:36]5[CH:35]=[CH:34][CH:33]=[CH:32][C:31]=5[C:12]3=[C:13]3[CH:30]=[CH:25][CH:24]=[CH:19][N:18]3[C:10]=2[CH:9]=[CH:8][CH:7]=1)[CH:5]=[CH:6][CH:14]=[CH:15]4, predict the reactants needed to synthesize it. The reactants are: CCCC[CH2:5][CH3:6].[CH2:7]([Li])[CH2:8][CH2:9][CH3:10].[C:12]1([C:31]2[CH:36]=[CH:35][CH:34]=[CH:33][CH:32]=2)[CH:17]=[CH:16][CH:15]=[CH:14][C:13]=1[NH:18][C:19]1[C:24]([C:25]2[CH:30]=CC=CC=2)=CC=CN=1.CCCCCCC.[B:44](Cl)(Cl)Cl.[Cl-].[Cl-].[Cl-].[Al+3].CC1(C)CCC[C:55](C)(C)[NH:54]1.CCCCCCCC. (2) Given the product [F:26][C:27]1[CH:32]=[CH:31][C:30]([F:33])=[CH:29][C:28]=1[C:2]1[NH:6][CH:5]=[C:4]([CH2:16][N:17]([CH3:25])[C:18](=[O:24])[O:19][C:20]([CH3:21])([CH3:22])[CH3:23])[CH:3]=1, predict the reactants needed to synthesize it. The reactants are: Br[C:2]1[N:6](S(C2C=NC=CC=2)(=O)=O)[CH:5]=[C:4]([CH2:16][N:17]([CH3:25])[C:18](=[O:24])[O:19][C:20]([CH3:23])([CH3:22])[CH3:21])[CH:3]=1.[F:26][C:27]1[CH:32]=[CH:31][C:30]([F:33])=[CH:29][C:28]=1B(O)O.C(=O)([O-])[O-].[Na+].[Na+]. (3) Given the product [C:31]([C:23]1[C:24]([NH:26][CH2:27][CH2:28][O:29][CH3:30])=[CH:25][C:20]([NH:19][C:17]([N:8]2[C:9]3[C:4](=[CH:3][C:2]([C:36]4[S:35][C:34]([CH3:33])=[N:38][CH:37]=4)=[C:11]([CH:12]([O:15][CH3:16])[O:13][CH3:14])[N:10]=3)[CH2:5][CH2:6][CH2:7]2)=[O:18])=[N:21][CH:22]=1)#[N:32], predict the reactants needed to synthesize it. The reactants are: Br[C:2]1[CH:3]=[C:4]2[C:9](=[N:10][C:11]=1[CH:12]([O:15][CH3:16])[O:13][CH3:14])[N:8]([C:17]([NH:19][C:20]1[CH:25]=[C:24]([NH:26][CH2:27][CH2:28][O:29][CH3:30])[C:23]([C:31]#[N:32])=[CH:22][N:21]=1)=[O:18])[CH2:7][CH2:6][CH2:5]2.[CH3:33][C:34]1[S:35][C:36](B2OC(C)(C)C(C)(C)O2)=[CH:37][N:38]=1.C([O-])([O-])=O.[Na+].[Na+]. (4) Given the product [C:1]([O:5][C:6]([NH:8][C@H:9]([C:11]1[C:12]([F:47])=[C:13]([C:17]2[CH:22]=[C:21]([CH2:23][CH2:24][C:25]3[CH:26]=[CH:27][N:28]=[CH:29][CH:30]=3)[CH:20]=[C:19]([CH2:31][O:32][C:33]3[CH:38]=[CH:37][CH:36]=[CH:35][C:34]=3[CH2:39][C:40]([O:42][C:43]([CH3:46])([CH3:45])[CH3:44])=[O:41])[CH:18]=2)[CH:14]=[CH:15][CH:16]=1)[CH3:10])=[O:7])([CH3:4])([CH3:2])[CH3:3], predict the reactants needed to synthesize it. The reactants are: [C:1]([O:5][C:6]([NH:8][C@H:9]([C:11]1[C:12]([F:47])=[C:13]([C:17]2[CH:22]=[C:21]([CH:23]=[CH:24][C:25]3[CH:30]=[CH:29][N:28]=[CH:27][CH:26]=3)[CH:20]=[C:19]([CH2:31][O:32][C:33]3[CH:38]=[CH:37][CH:36]=[CH:35][C:34]=3[CH2:39][C:40]([O:42][C:43]([CH3:46])([CH3:45])[CH3:44])=[O:41])[CH:18]=2)[CH:14]=[CH:15][CH:16]=1)[CH3:10])=[O:7])([CH3:4])([CH3:3])[CH3:2]. (5) Given the product [NH:1]([C:8]1[C:13]([Br:14])=[CH:12][N:11]=[C:10]([NH:16][C:17]2[CH:24]=[CH:23][C:20]([CH2:21][O:22][CH2:27][CH2:26][OH:30])=[CH:19][CH:18]=2)[N:9]=1)[C:2]1[CH:7]=[CH:6][CH:5]=[CH:4][CH:3]=1, predict the reactants needed to synthesize it. The reactants are: [NH:1]([C:8]1[C:13]([Br:14])=[CH:12][N:11]=[C:10](Cl)[N:9]=1)[C:2]1[CH:7]=[CH:6][CH:5]=[CH:4][CH:3]=1.[NH2:16][C:17]1[CH:24]=[CH:23][C:20]([CH2:21][OH:22])=[CH:19][CH:18]=1.Cl.[CH2:26]([OH:30])[CH2:27]CC. (6) Given the product [CH2:1]([O:3][C:4]([C:6]1[S:10][C:9]2=[CH:11][N:12]=[CH:13][N:8]2[CH:7]=1)=[O:5])[CH3:2], predict the reactants needed to synthesize it. The reactants are: [CH2:1]([O:3][C:4]([C:6]1[S:10][C:9]([CH2:11][NH:12][CH:13]=O)=[N:8][CH:7]=1)=[O:5])[CH3:2].P(Cl)(Cl)(Cl)=O.Cl.